From a dataset of Forward reaction prediction with 1.9M reactions from USPTO patents (1976-2016). Predict the product of the given reaction. (1) Given the reactants FC(F)(F)S(O[C:7]1[C:16]2[C:11](=[N:12][CH:13]=[CH:14][CH:15]=2)[N:10]([O:17][CH2:18][C:19]2[CH:24]=[CH:23][CH:22]=[CH:21][CH:20]=2)[C:9](=[O:25])[CH:8]=1)(=O)=O.CC1(C)C(C)(C)OB([C:36]2[CH:37]=[N:38][N:39](C(OC(C)(C)C)=O)[CH:40]=2)O1.C(=O)([O-])[O-].[Na+].[Na+], predict the reaction product. The product is: [CH2:18]([O:17][N:10]1[C:11]2[C:16](=[CH:15][CH:14]=[CH:13][N:12]=2)[C:7]([C:36]2[CH:37]=[N:38][NH:39][CH:40]=2)=[CH:8][C:9]1=[O:25])[C:19]1[CH:24]=[CH:23][CH:22]=[CH:21][CH:20]=1. (2) Given the reactants [O:1]=[C:2]([C:9]1[CH:14]=[CH:13][CH:12]=[CH:11][C:10]=1[CH3:15])[CH2:3][C:4]([O:6]CC)=O.[F:16][C:17]1[CH:22]=[CH:21][C:20]([F:23])=[CH:19][C:18]=1[C:24](=[N:26]O)[NH2:25], predict the reaction product. The product is: [F:16][C:17]1[CH:22]=[CH:21][C:20]([F:23])=[CH:19][C:18]=1[C:24]1[N:26]=[C:4]([CH2:3][C:2]([C:9]2[CH:14]=[CH:13][CH:12]=[CH:11][C:10]=2[CH3:15])=[O:1])[O:6][N:25]=1.